From a dataset of Full USPTO retrosynthesis dataset with 1.9M reactions from patents (1976-2016). Predict the reactants needed to synthesize the given product. (1) The reactants are: [I-].[Na+].[Br:3][C:4]1[C:5]([CH3:11])=[N:6][C:7](Br)=[CH:8][CH:9]=1.[I:12][Si](C)(C)C. Given the product [Br:3][C:4]1[C:5]([CH3:11])=[N:6][C:7]([I:12])=[CH:8][CH:9]=1, predict the reactants needed to synthesize it. (2) Given the product [CH3:24][C@:21]12[C@@:20]3([CH3:25])[C@@H:11]([C@:12]4([CH3:37])[C@@H:17]([CH2:18][CH2:19]3)[C:16]([CH3:26])([CH3:27])[C:15]([C:28]3[CH:36]=[CH:35][C:31]([C:32]([OH:34])=[O:33])=[CH:30][CH:29]=3)=[CH:14][CH2:13]4)[CH2:10][CH2:9][C@@H:8]1[C@H:7]1[C@H:38]([C:41]([CH3:43])=[CH2:42])[CH2:39][CH2:40][C@:6]1([NH:5][CH2:47][CH2:48][N:49]1[CH2:53][CH2:52][CH2:51][C:50]1=[O:54])[CH2:23][CH2:22]2, predict the reactants needed to synthesize it. The reactants are: CN(C)C(=O)C[NH:5][C@:6]12[CH2:40][CH2:39][C@@H:38]([C:41]([CH3:43])=[CH2:42])[C@@H:7]1[C@@H:8]1[C@@:21]([CH3:24])([CH2:22][CH2:23]2)[C@@:20]2([CH3:25])[C@@H:11]([C@:12]3([CH3:37])[C@@H:17]([CH2:18][CH2:19]2)[C:16]([CH3:27])([CH3:26])[C:15]([C:28]2[CH:36]=[CH:35][C:31]([C:32]([OH:34])=[O:33])=[CH:30][CH:29]=2)=[CH:14][CH2:13]3)[CH2:10][CH2:9]1.Cl[CH2:47][CH2:48][N:49]1[CH2:53][CH2:52][CH2:51][C:50]1=[O:54]. (3) Given the product [Br:6][C:7]1[N:12]=[C:11]2[C:10](=[CH:9][CH:8]=1)[NH:13][C@@H:4]([CH:1]1[CH2:2][CH2:3]1)[C@H:32]([CH3:33])[C@H:31]2[NH:34][C:35](=[O:44])[O:36][CH2:37][C:38]1[CH:39]=[CH:40][CH:41]=[CH:42][CH:43]=1, predict the reactants needed to synthesize it. The reactants are: [CH:1]1([CH:4]=O)[CH2:3][CH2:2]1.[Br:6][C:7]1[N:12]=[CH:11][C:10]([NH2:13])=[CH:9][CH:8]=1.P(O)(OC1C=CC=CC=1)(OC1C=CC=CC=1)=O.[CH:31](/[NH:34][C:35](=[O:44])[O:36][CH2:37][C:38]1[CH:43]=[CH:42][CH:41]=[CH:40][CH:39]=1)=[CH:32]\[CH3:33]. (4) Given the product [CH3:16][O:17][C:18]1[CH:23]=[CH:22][C:21]([N:11]2[C:10]3[CH:12]=[CH:13][CH:14]=[CH:15][C:9]=3[N:8]=[C:7]2[C:1]2[CH:2]=[CH:3][CH:4]=[CH:5][CH:6]=2)=[CH:20][CH:19]=1, predict the reactants needed to synthesize it. The reactants are: [C:1]1([C:7]2[NH:8][C:9]3[CH:15]=[CH:14][CH:13]=[CH:12][C:10]=3[N:11]=2)[CH:6]=[CH:5][CH:4]=[CH:3][CH:2]=1.[CH3:16][O:17][C:18]1[CH:23]=[CH:22][C:21](B(O)O)=[CH:20][CH:19]=1.N1C=CC=CC=1. (5) Given the product [F:1][CH2:2][CH2:3][O:4][C:5]1[CH:6]=[C:7]([C:11]2[N:12]=[C:13]3[N:18]=[C:17]([NH:19][C:20]([C:22]4[N:26]([CH3:27])[N:25]=[CH:24][C:23]=4[C:28]([OH:30])=[O:29])=[O:21])[CH:16]=[CH:15][N:14]3[CH:33]=2)[CH:8]=[CH:9][CH:10]=1, predict the reactants needed to synthesize it. The reactants are: [F:1][CH2:2][CH2:3][O:4][C:5]1[CH:6]=[C:7]([C:11]2[N:12]=[C:13]3[N:18]=[C:17]([NH:19][C:20]([C:22]4[N:26]([CH3:27])[N:25]=[CH:24][C:23]=4[C:28]([O:30]CC)=[O:29])=[O:21])[CH:16]=[CH:15][N:14]3[CH:33]=2)[CH:8]=[CH:9][CH:10]=1.C(O)C.C1COCC1.Cl. (6) Given the product [N:12]1([CH2:17][CH2:18][O:1][C:2]2[CH:3]=[C:4]3[C:9](=[CH:10][CH:11]=2)[N:8]=[CH:7][CH:6]=[CH:5]3)[CH:16]=[CH:15][N:14]=[N:13]1, predict the reactants needed to synthesize it. The reactants are: [OH:1][C:2]1[CH:3]=[C:4]2[C:9](=[CH:10][CH:11]=1)[N:8]=[CH:7][CH:6]=[CH:5]2.[N:12]1([CH2:17][CH2:18]O)[CH:16]=[CH:15][N:14]=[N:13]1.C1(P(C2C=CC=CC=2)C2C=CC=CC=2)C=CC=CC=1.N(C(OCC)=O)=NC(OCC)=O.